Task: Regression. Given two drug SMILES strings and cell line genomic features, predict the synergy score measuring deviation from expected non-interaction effect.. Dataset: NCI-60 drug combinations with 297,098 pairs across 59 cell lines (1) Drug 1: C1=CC(=CC=C1CCC2=CNC3=C2C(=O)NC(=N3)N)C(=O)NC(CCC(=O)O)C(=O)O. Drug 2: CC1=C(C(=O)C2=C(C1=O)N3CC4C(C3(C2COC(=O)N)OC)N4)N. Cell line: A498. Synergy scores: CSS=33.5, Synergy_ZIP=-0.182, Synergy_Bliss=1.06, Synergy_Loewe=4.01, Synergy_HSA=4.58. (2) Drug 1: C1=C(C(=O)NC(=O)N1)N(CCCl)CCCl. Synergy scores: CSS=5.23, Synergy_ZIP=3.05, Synergy_Bliss=2.73, Synergy_Loewe=-22.5, Synergy_HSA=-1.90. Cell line: NCI-H322M. Drug 2: C1=NC2=C(N1)C(=S)N=C(N2)N.